Dataset: Full USPTO retrosynthesis dataset with 1.9M reactions from patents (1976-2016). Task: Predict the reactants needed to synthesize the given product. (1) The reactants are: [CH3:1][O:2][C:3]1[CH:8]=[CH:7][CH:6]=[CH:5][C:4]=1[C:9]1[C:17]2[C:12](=[N:13][CH:14]=[C:15](B3OC(C)(C)C(C)(C)O3)[CH:16]=2)[N:11]([S:27]([C:30]2[CH:35]=[CH:34][C:33]([CH3:36])=[CH:32][CH:31]=2)(=[O:29])=[O:28])[CH:10]=1.[CH2:37]([O:39][C:40](=[O:49])[CH2:41]C1C=NC=C(Cl)N=1)[CH3:38].C(=O)([O-])[O-].[K+].[K+]. Given the product [CH2:37]([O:39][C:40](=[O:49])[CH2:41][C:15]1[CH:16]=[C:17]2[C:9]([C:4]3[CH:5]=[CH:6][CH:7]=[CH:8][C:3]=3[O:2][CH3:1])=[CH:10][N:11]([S:27]([C:30]3[CH:31]=[CH:32][C:33]([CH3:36])=[CH:34][CH:35]=3)(=[O:29])=[O:28])[C:12]2=[N:13][CH:14]=1)[CH3:38], predict the reactants needed to synthesize it. (2) Given the product [CH2:1]([NH:3][C:4]1[C:9]2[C:10]([C:13]3[CH:18]=[C:17]([C:51]([F:54])([F:53])[F:52])[CH:16]=[CH:15][N:14]=3)=[N:11][NH:12][C:8]=2[CH:7]=[CH:6][N:5]=1)[CH3:2], predict the reactants needed to synthesize it. The reactants are: [CH2:1]([NH:3][C:4]1[C:9]2[C:10]([C:13]3[CH:18]=[CH:17][CH:16]=[CH:15][N:14]=3)=[N:11][NH:12][C:8]=2[CH:7]=[CH:6][N:5]=1)[CH3:2].C(NC1C2C([Sn](C)(C)C)=NN(CC3C=CC(OC)=CC=3)C=2C=CN=1)C.BrC1C=C([C:51]([F:54])([F:53])[F:52])C=CN=1. (3) Given the product [CH2:1]([O:3][C:4]([C:6]1[C:7]([C:18]([CH3:20])=[CH2:19])=[C:8]2[N:13]([CH:14]=1)[CH:12]=[C:11]([CH2:15][OH:16])[CH:10]=[CH:9]2)=[O:5])[CH3:2], predict the reactants needed to synthesize it. The reactants are: [CH2:1]([O:3][C:4]([C:6]1[C:7](Br)=[C:8]2[N:13]([CH:14]=1)[CH:12]=[C:11]([CH2:15][OH:16])[CH:10]=[CH:9]2)=[O:5])[CH3:2].[C:18](B1OC(C)(C)C(C)(C)O1)([CH3:20])=[CH2:19]. (4) Given the product [N:22]([CH:1]1[CH2:2][CH2:3][O:4][CH:5]([C:9]2[N:13]([CH3:14])[N:12]=[CH:11][C:10]=2[N+:15]([O-:17])=[O:16])[CH2:6][CH:7]1[OH:8])=[N+:23]=[N-:24], predict the reactants needed to synthesize it. The reactants are: [CH:1]12[O:8][CH:7]1[CH2:6][CH:5]([C:9]1[N:13]([CH3:14])[N:12]=[CH:11][C:10]=1[N+:15]([O-:17])=[O:16])[O:4][CH2:3][CH2:2]2.CO.[Cl-].[NH4+].[N-:22]=[N+:23]=[N-:24].[Na+]. (5) Given the product [CH3:36][C:12]1[CH:11]=[C:10]([NH:2][CH3:1])[CH:15]=[CH:14][C:13]=1[O:16][C:17]1[N:18]=[CH:19][C:20]([NH:23][C:24](=[O:35])[C:25]2[CH:26]=[CH:27][C:28]([C:31]([F:34])([F:32])[F:33])=[CH:29][CH:30]=2)=[CH:21][CH:22]=1, predict the reactants needed to synthesize it. The reactants are: [CH3:1][N:2]([C:10]1[CH:15]=[CH:14][C:13]([O:16][C:17]2[CH:22]=[CH:21][C:20]([NH:23][C:24](=[O:35])[C:25]3[CH:30]=[CH:29][C:28]([C:31]([F:34])([F:33])[F:32])=[CH:27][CH:26]=3)=[CH:19][N:18]=2)=[C:12]([CH3:36])[CH:11]=1)C(=O)OC(C)(C)C.C(O)(C(F)(F)F)=O. (6) Given the product [CH2:1]([O:3][C:4]([C:6]1[C:15](=[O:16])[C:14]2[C:9](=[C:10]3[CH:19]=[CH:20][CH2:21][C@H:22]([CH2:23][CH2:24][C:25]([O:27][C:28]([CH3:31])([CH3:30])[CH3:29])=[O:26])[NH:32][C:11]3=[C:12]([F:17])[CH:13]=2)[N:8]([CH:33]2[CH2:35][CH2:34]2)[CH:7]=1)=[O:5])[CH3:2], predict the reactants needed to synthesize it. The reactants are: [CH2:1]([O:3][C:4]([C:6]1[C:15](=[O:16])[C:14]2[C:9](=[C:10](/[CH:19]=[CH:20]\[CH2:21][C@@H:22]([NH2:32])[CH2:23][CH2:24][C:25]([O:27][C:28]([CH3:31])([CH3:30])[CH3:29])=[O:26])[C:11](F)=[C:12]([F:17])[CH:13]=2)[N:8]([CH:33]2[CH2:35][CH2:34]2)[CH:7]=1)=[O:5])[CH3:2].C(N(CC)C(C)C)(C)C.